Task: Predict the product of the given reaction.. Dataset: Forward reaction prediction with 1.9M reactions from USPTO patents (1976-2016) (1) Given the reactants [Cl:1][C:2]1[CH:7]=[C:6]([Cl:8])[CH:5]=[CH:4][C:3]=1[C:9]1[C:29](=[O:30])[N:28]([CH3:31])[C:12]2[N:13]([CH3:27])[C:14]3[C:19]([C:11]=2[CH:10]=1)=[CH:18][C:17]([C:20]1[N:21]=[C:22]([CH2:25][OH:26])[S:23][CH:24]=1)=[CH:16][CH:15]=3.[Cr](Cl)([O-])(=O)=O.[NH+]1C=CC=CC=1, predict the reaction product. The product is: [Cl:1][C:2]1[CH:7]=[C:6]([Cl:8])[CH:5]=[CH:4][C:3]=1[C:9]1[C:29](=[O:30])[N:28]([CH3:31])[C:12]2[N:13]([CH3:27])[C:14]3[C:19]([C:11]=2[CH:10]=1)=[CH:18][C:17]([C:20]1[N:21]=[C:22]([CH:25]=[O:26])[S:23][CH:24]=1)=[CH:16][CH:15]=3. (2) The product is: [CH2:20]([O:19][C:17](=[O:18])[CH2:16][C:15]([C:12]1[CH:13]=[CH:14][C:9]([C:6]2[CH:5]=[CH:4][C:3]([C:1]([OH:31])=[O:2])=[CH:8][CH:7]=2)=[C:10]([O:24][CH2:25][CH2:26][CH2:27][O:28][CH3:29])[CH:11]=1)([CH3:23])[CH3:22])[CH3:21]. Given the reactants [CH:1]([C:3]1[CH:8]=[CH:7][C:6]([C:9]2[CH:14]=[CH:13][C:12]([C:15]([CH3:23])([CH3:22])[CH2:16][C:17]([O:19][CH2:20][CH3:21])=[O:18])=[CH:11][C:10]=2[O:24][CH2:25][CH2:26][CH2:27][O:28][CH3:29])=[CH:5][CH:4]=1)=[O:2].[Mn]([O-])(=O)(=O)=[O:31].[K+].O, predict the reaction product. (3) Given the reactants Cl[C:2]1[N:7]=[C:6]([C:8]2[S:12][C:11]([N:13]3[CH2:17][CH2:16][CH2:15][CH2:14]3)=[N:10][C:9]=2[C:18]2[CH:19]=[C:20]([NH:24][S:25]([C:28]3[C:33]([F:34])=[CH:32][CH:31]=[CH:30][C:29]=3[F:35])(=[O:27])=[O:26])[CH:21]=[CH:22][CH:23]=2)[CH:5]=[CH:4][N:3]=1.[NH2:36][CH:37]1[CH2:42][CH2:41][CH:40]([NH:43][S:44]([CH3:47])(=[O:46])=[O:45])[CH2:39][CH2:38]1, predict the reaction product. The product is: [F:35][C:29]1[CH:30]=[CH:31][CH:32]=[C:33]([F:34])[C:28]=1[S:25]([NH:24][C:20]1[CH:21]=[CH:22][CH:23]=[C:18]([C:9]2[N:10]=[C:11]([N:13]3[CH2:17][CH2:16][CH2:15][CH2:14]3)[S:12][C:8]=2[C:6]2[CH:5]=[CH:4][N:3]=[C:2]([NH:36][C@H:37]3[CH2:42][CH2:41][C@H:40]([NH:43][S:44]([CH3:47])(=[O:46])=[O:45])[CH2:39][CH2:38]3)[N:7]=2)[CH:19]=1)(=[O:27])=[O:26]. (4) Given the reactants [N:1]1([C:7]([O:9][C:10]([CH3:13])([CH3:12])[CH3:11])=[O:8])[CH2:6][CH2:5][NH:4][CH2:3][CH2:2]1.CCN(C(C)C)C(C)C.[F:23][C:24]([F:36])([F:35])[C:25]1[CH:30]=[CH:29][C:28]([S:31](Cl)(=[O:33])=[O:32])=[CH:27][CH:26]=1, predict the reaction product. The product is: [F:36][C:24]([F:23])([F:35])[C:25]1[CH:26]=[CH:27][C:28]([S:31]([N:4]2[CH2:5][CH2:6][N:1]([C:7]([O:9][C:10]([CH3:13])([CH3:12])[CH3:11])=[O:8])[CH2:2][CH2:3]2)(=[O:33])=[O:32])=[CH:29][CH:30]=1. (5) The product is: [CH2:2]([O:4][C:5](=[O:10])[CH:6]([CH3:9])[CH2:7][NH:8][CH:11]1[CH2:15][CH2:14][CH2:13][CH2:12]1)[CH3:3]. Given the reactants Cl.[CH2:2]([O:4][C:5](=[O:10])[CH:6]([CH3:9])[CH2:7][NH2:8])[CH3:3].[C:11]1(=O)[CH2:15][CH2:14][CH2:13][CH2:12]1.C([O-])(=O)C.[Na+].C(O[BH-](OC(=O)C)OC(=O)C)(=O)C.[Na+], predict the reaction product.